This data is from Full USPTO retrosynthesis dataset with 1.9M reactions from patents (1976-2016). The task is: Predict the reactants needed to synthesize the given product. (1) Given the product [CH3:6][O:5][P:3]([CH:7]([C:8]1[CH:9]=[CH:10][C:11]([C:12](=[O:14])[NH:36][C:26]2[CH:27]=[C:28]([C:31]3[S:32][CH:33]=[CH:34][CH:35]=3)[CH:29]=[CH:30][C:25]=2[NH2:24])=[CH:15][CH:16]=1)[F:17])(=[O:4])[O:2][CH3:1], predict the reactants needed to synthesize it. The reactants are: [CH3:1][O:2][P:3]([CH:7]([F:17])[C:8]1[CH:16]=[CH:15][C:11]([C:12]([OH:14])=O)=[CH:10][CH:9]=1)([O:5][CH3:6])=[O:4].C(OC(=O)[NH:24][C:25]1[CH:30]=[CH:29][C:28]([C:31]2[S:32][CH:33]=[CH:34][CH:35]=2)=[CH:27][C:26]=1[NH2:36])(C)(C)C.C(Cl)CCl.C1C=CC2N(O)N=NC=2C=1.CCN(C(C)C)C(C)C. (2) Given the product [Cl:1][C:2]1[N:7]=[C:6]([N:8]([CH3:24])[CH:9]2[CH2:14][CH2:13][N:12]([C:15]([O:17][C:18]([CH3:21])([CH3:20])[CH3:19])=[O:16])[CH2:11][CH2:10]2)[CH:5]=[N:4][CH:3]=1, predict the reactants needed to synthesize it. The reactants are: [Cl:1][C:2]1[N:7]=[C:6]([NH:8][CH:9]2[CH2:14][CH2:13][N:12]([C:15]([O:17][C:18]([CH3:21])([CH3:20])[CH3:19])=[O:16])[CH2:11][CH2:10]2)[CH:5]=[N:4][CH:3]=1.CI.[CH3:24][Si]([N-][Si](C)(C)C)(C)C.[Na+].